From a dataset of Reaction yield outcomes from USPTO patents with 853,638 reactions. Predict the reaction yield, written as a fraction of the theoretical maximum amount of product (1.0 means a 100% yield; for example, 0.34 means a 34% yield). (1) The reactants are [N+:1]1([O-])[C:2]([C:7]2[CH:12]=[CH:11][CH:10]=[CH:9][N:8]=2)=[CH:3][CH:4]=[CH:5][CH:6]=1.P(Cl)(Cl)([Cl:16])=O. No catalyst specified. The product is [Cl:16][C:6]1[N:1]=[C:2]([C:7]2[CH:12]=[CH:11][CH:10]=[CH:9][N:8]=2)[CH:3]=[CH:4][CH:5]=1. The yield is 0.570. (2) The reactants are [CH:1]1([CH:7]2[CH2:12][CH2:11][CH:10](O)[CH2:9][CH2:8]2)[CH2:6][CH2:5][CH2:4][CH2:3][CH2:2]1.S(=O)(=O)(O)O.S([O-])([O-])(=O)=O.[Na+].[Na+]. The catalyst is O. The product is [CH:1]1([CH:7]2[CH2:12][CH2:11][CH:10]=[CH:9][CH2:8]2)[CH2:2][CH2:3][CH2:4][CH2:5][CH2:6]1. The yield is 0.900. (3) The reactants are [CH3:1][O:2][C:3](=[O:21])[C:4]1[CH:9]=[CH:8][C:7]([CH2:10][CH:11]2[C:16](=[O:17])[O:15][C:14]([CH3:19])([CH3:18])[O:13][C:12]2=[O:20])=[CH:6][CH:5]=1.C([O-])([O-])=O.[K+].[K+].[Br:28][C:29]1[CH:36]=[CH:35][C:32]([CH2:33]Br)=[CH:31][CH:30]=1. The catalyst is CN(C=O)C. The product is [CH3:1][O:2][C:3](=[O:21])[C:4]1[CH:5]=[CH:6][C:7]([CH2:10][C:11]2([CH2:33][C:32]3[CH:35]=[CH:36][C:29]([Br:28])=[CH:30][CH:31]=3)[C:12](=[O:20])[O:13][C:14]([CH3:18])([CH3:19])[O:15][C:16]2=[O:17])=[CH:8][CH:9]=1. The yield is 0.870. (4) The yield is 0.900. The catalyst is O. The reactants are [OH-:1].[K+].[N+:3]([C:6]1[CH:16]=[CH:15][CH:14]=[C:8]2[C:9]([NH:11][C:12](=[O:13])[C:7]=12)=[O:10])([O-:5])=[O:4].Cl. The product is [N+:3]([C:6]1[CH:16]=[CH:15][CH:14]=[C:8]([C:9]([OH:1])=[O:10])[C:7]=1[C:12]([NH2:11])=[O:13])([O-:5])=[O:4]. (5) The reactants are C(OC(=O)[CH:5]([O:22][Si:23]([C:36]([CH3:39])([CH3:38])[CH3:37])([C:30]1[CH:35]=[CH:34][CH:33]=[CH:32][CH:31]=1)[C:24]1[CH:29]=[CH:28][CH:27]=[CH:26][CH:25]=1)[CH2:6][N:7]([CH2:15][C:16]1[CH:21]=[CH:20][CH:19]=[CH:18][CH:17]=1)[CH2:8][C:9]1[CH:14]=[CH:13][CH:12]=[CH:11][CH:10]=1)C.[CH3:41][Mg]Br.[CH2:44]1[CH2:48][O:47]CC1. No catalyst specified. The product is [C:36]([Si:23]([C:30]1[CH:31]=[CH:32][CH:33]=[CH:34][CH:35]=1)([C:24]1[CH:29]=[CH:28][CH:27]=[CH:26][CH:25]=1)[O:22][CH:5]([CH2:6][N:7]([CH2:15][C:16]1[CH:17]=[CH:18][CH:19]=[CH:20][CH:21]=1)[CH2:8][C:9]1[CH:10]=[CH:11][CH:12]=[CH:13][CH:14]=1)[C:48]([CH3:44])([OH:47])[CH3:41])([CH3:39])([CH3:37])[CH3:38]. The yield is 0.840. (6) The reactants are [CH:1]1([N:7]([CH:18]2[CH2:23][CH2:22][CH2:21][CH2:20][CH2:19]2)[C:8]([NH:10][C:11]2[S:12][C:13]([CH:16]=O)=[CH:14][N:15]=2)=[O:9])[CH2:6][CH2:5][CH2:4][CH2:3][CH2:2]1.C(O)(=O)C.[NH:28]1[CH2:33][CH2:32][S:31][CH2:30][CH2:29]1.C(O[BH-](OC(=O)C)OC(=O)C)(=O)C.[Na+]. No catalyst specified. The product is [CH:1]1([N:7]([CH:18]2[CH2:23][CH2:22][CH2:21][CH2:20][CH2:19]2)[C:8]([NH:10][C:11]2[S:12][C:13]([CH2:16][N:28]3[CH2:33][CH2:32][S:31][CH2:30][CH2:29]3)=[CH:14][N:15]=2)=[O:9])[CH2:6][CH2:5][CH2:4][CH2:3][CH2:2]1. The yield is 0.0900. (7) The reactants are [NH2:1][C:2]1[CH:7]=[CH:6][C:5]([I:8])=[CH:4][N:3]=1.[Cl:9]N1C(=O)CCC1=O.O. The catalyst is CN(C=O)C. The product is [NH2:1][C:2]1[C:7]([Cl:9])=[CH:6][C:5]([I:8])=[CH:4][N:3]=1. The yield is 0.380.